This data is from Peptide-MHC class I binding affinity with 185,985 pairs from IEDB/IMGT. The task is: Regression. Given a peptide amino acid sequence and an MHC pseudo amino acid sequence, predict their binding affinity value. This is MHC class I binding data. (1) The peptide sequence is YMGLVKKAK. The MHC is HLA-B07:02 with pseudo-sequence HLA-B07:02. The binding affinity (normalized) is 0.0847. (2) The peptide sequence is VLLKTALLIV. The MHC is HLA-A02:01 with pseudo-sequence HLA-A02:01. The binding affinity (normalized) is 0.711. (3) The peptide sequence is LTDWDFVVT. The MHC is HLA-A01:01 with pseudo-sequence HLA-A01:01. The binding affinity (normalized) is 0.260.